This data is from Full USPTO retrosynthesis dataset with 1.9M reactions from patents (1976-2016). The task is: Predict the reactants needed to synthesize the given product. Given the product [C:5]([O:4][CH2:1][CH2:2][C:12]1[C:13]2[C:18](=[CH:17][CH:16]=[CH:15][CH:14]=2)[C:9]([NH2:8])=[CH:10][C:11]=1[N+:22]([O-:24])=[O:23])(=[O:7])[CH3:6], predict the reactants needed to synthesize it. The reactants are: [C:1]([O:4][C:5](=[O:7])[CH3:6])(=O)[CH3:2].[NH2:8][C:9]1[C:18]2[C:13](=[CH:14][CH:15]=[CH:16][CH:17]=2)[C:12](CCO)=[C:11]([N+:22]([O-:24])=[O:23])[CH:10]=1.